This data is from Forward reaction prediction with 1.9M reactions from USPTO patents (1976-2016). The task is: Predict the product of the given reaction. (1) The product is: [F:36][C:37]([F:42])([F:41])[C:38]([OH:40])=[O:39].[F:35][C:32]1[CH:33]=[CH:34][C:29](/[CH:28]=[CH:27]/[C:23]2[CH:22]=[C:21]([C:16]3[NH:15][C:14]([N:11]4[CH2:12][CH2:13][NH:8][CH2:9][CH2:10]4)=[C:18]([C:19]#[N:20])[CH:17]=3)[CH:26]=[CH:25][N:24]=2)=[CH:30][CH:31]=1. Given the reactants C(OC([N:8]1[CH2:13][CH2:12][N:11]([C:14]2[NH:15][C:16]([C:21]3[CH:26]=[CH:25][N:24]=[C:23](/[CH:27]=[CH:28]/[C:29]4[CH:34]=[CH:33][C:32]([F:35])=[CH:31][CH:30]=4)[CH:22]=3)=[CH:17][C:18]=2[C:19]#[N:20])[CH2:10][CH2:9]1)=O)(C)(C)C.[F:36][C:37]([F:42])([F:41])[C:38]([OH:40])=[O:39], predict the reaction product. (2) Given the reactants [NH:1]1[C:9]2[C:4](=[C:5]([C:10]3[CH:15]=[CH:14][N:13]=[C:12]4[N:16](S(C5C=CC(C)=CC=5)(=O)=O)[C:17]([C:19]5[CH:20]=[C:21]([S:25]([NH:28][CH2:29][CH2:30][CH2:31][OH:32])(=[O:27])=[O:26])[CH:22]=[CH:23][CH:24]=5)=[CH:18][C:11]=34)[CH:6]=[CH:7][CH:8]=2)[CH:3]=[CH:2]1.[OH-].[Na+], predict the reaction product. The product is: [NH:1]1[C:9]2[C:4](=[C:5]([C:10]3[CH:15]=[CH:14][N:13]=[C:12]4[NH:16][C:17]([C:19]5[CH:20]=[C:21]([S:25]([NH:28][CH2:29][CH2:30][CH2:31][OH:32])(=[O:27])=[O:26])[CH:22]=[CH:23][CH:24]=5)=[CH:18][C:11]=34)[CH:6]=[CH:7][CH:8]=2)[CH:3]=[CH:2]1. (3) Given the reactants FC(F)(F)C1C=C(NC(=O)NC2C=CC(C3SC(CCC(OC)=O)=NC=3)=CC=2)C=CC=1.[NH2:32][C:33]1[CH:38]=[CH:37][C:36]([C:39]2[S:43][C:42]([CH2:44][CH2:45][NH:46][C:47](=[O:53])[O:48][C:49]([CH3:52])([CH3:51])[CH3:50])=[N:41][CH:40]=2)=[CH:35][CH:34]=1.[F:54][C:55]1[CH:56]=[C:57]([N:62]=[C:63]=[O:64])[CH:58]=[C:59]([F:61])[CH:60]=1, predict the reaction product. The product is: [F:54][C:55]1[CH:56]=[C:57]([NH:62][C:63](=[O:64])[NH:32][C:33]2[CH:38]=[CH:37][C:36]([C:39]3[S:43][C:42]([CH2:44][CH2:45][NH:46][C:47](=[O:53])[O:48][C:49]([CH3:50])([CH3:52])[CH3:51])=[N:41][CH:40]=3)=[CH:35][CH:34]=2)[CH:58]=[C:59]([F:61])[CH:60]=1. (4) Given the reactants [C:1]([O:5][C:6](=[O:16])[NH:7][C:8]1[CH:13]=[CH:12][CH:11]=[C:10]([CH:14]=O)[CH:9]=1)([CH3:4])([CH3:3])[CH3:2].[NH:17]1[CH2:27][CH2:26][CH:20]([C:21]([O:23][CH2:24][CH3:25])=[O:22])[CH2:19][CH2:18]1.C(O)(=O)C.C([BH3-])#N.[Na+], predict the reaction product. The product is: [CH2:24]([O:23][C:21]([CH:20]1[CH2:26][CH2:27][N:17]([CH2:14][C:10]2[CH:11]=[CH:12][CH:13]=[C:8]([NH:7][C:6]([O:5][C:1]([CH3:4])([CH3:3])[CH3:2])=[O:16])[CH:9]=2)[CH2:18][CH2:19]1)=[O:22])[CH3:25]. (5) Given the reactants [CH3:1]I.[CH3:3][O:4][C:5]1[CH:23]=[CH:22][C:8]2[C:9]3[NH:10][C:11]4[C:16]([C:17]=3[CH2:18][S:19][C:7]=2[CH:6]=1)=[CH:15][C:14]([O:20][CH3:21])=[CH:13][CH:12]=4.[H-].[Na+], predict the reaction product. The product is: [CH3:3][O:4][C:5]1[CH:23]=[CH:22][C:8]2[C:9]3[N:10]([CH3:1])[C:11]4[C:16]([C:17]=3[CH2:18][S:19][C:7]=2[CH:6]=1)=[CH:15][C:14]([O:20][CH3:21])=[CH:13][CH:12]=4. (6) Given the reactants [CH3:1][O:2][C:3]1[CH:4]=[C:5]2[C:10](=[CH:11][C:12]=1[O:13][CH3:14])[N:9]=[CH:8][N:7]=[C:6]2[N:15]1[CH2:20][CH2:19][N:18]([C:21](=S)[NH:22][CH2:23][C:24]2[CH:29]=[CH:28][C:27]3[O:30][CH2:31][O:32][C:26]=3[CH:25]=2)[CH2:17][CH2:16]1.[OH-].[Na+].OO.S([O-])([O-])(=[O:40])=S.[Na+].[Na+].Cl, predict the reaction product. The product is: [CH3:1][O:2][C:3]1[CH:4]=[C:5]2[C:10](=[CH:11][C:12]=1[O:13][CH3:14])[N:9]=[CH:8][N:7]=[C:6]2[N:15]1[CH2:20][CH2:19][N:18]([C:21]([NH:22][CH2:23][C:24]2[CH:29]=[CH:28][C:27]3[O:30][CH2:31][O:32][C:26]=3[CH:25]=2)=[O:40])[CH2:17][CH2:16]1. (7) Given the reactants [C:1]([O:5][C:6]([N:8]1[C@H:17]([C:18](O)=[O:19])[CH2:16][C:15]2[CH:14]=[C:13]3[O:21][CH2:22][C@@H:23]([C:25]4[CH:30]=[CH:29][C:28]([O:31][CH2:32][C:33]5[CH:38]=[CH:37][C:36]([Cl:39])=[C:35]([Cl:40])[CH:34]=5)=[CH:27][CH:26]=4)[O:24][C:12]3=[CH:11][C:10]=2[CH2:9]1)=[O:7])([CH3:4])([CH3:3])[CH3:2].Cl.Cl.[CH3:43][O:44][C:45](=[O:63])[C@@H:46]([NH2:62])[CH2:47][C:48]1[CH:53]=[CH:52][C:51]([C:54]2[CH:59]=[CH:58][N:57]=[C:56]([CH3:60])[C:55]=2[CH3:61])=[CH:50][CH:49]=1.C1C=CC2N(O)N=NC=2C=1.CN1CCOCC1, predict the reaction product. The product is: [C:1]([O:5][C:6]([N:8]1[C@H:17]([C:18](=[O:19])[NH:62][C@H:46]([C:45]([O:44][CH3:43])=[O:63])[CH2:47][C:48]2[CH:49]=[CH:50][C:51]([C:54]3[CH:59]=[CH:58][N:57]=[C:56]([CH3:60])[C:55]=3[CH3:61])=[CH:52][CH:53]=2)[CH2:16][C:15]2[CH:14]=[C:13]3[O:21][CH2:22][C@@H:23]([C:25]4[CH:30]=[CH:29][C:28]([O:31][CH2:32][C:33]5[CH:38]=[CH:37][C:36]([Cl:39])=[C:35]([Cl:40])[CH:34]=5)=[CH:27][CH:26]=4)[O:24][C:12]3=[CH:11][C:10]=2[CH2:9]1)=[O:7])([CH3:4])([CH3:2])[CH3:3].